From a dataset of Full USPTO retrosynthesis dataset with 1.9M reactions from patents (1976-2016). Predict the reactants needed to synthesize the given product. (1) Given the product [N:25]([C@H:7]1[C:8]([F:22])([F:21])[CH2:9][CH2:10][CH2:11][C@H:12]1[NH:13][C:14](=[O:15])[O:16][C:17]([CH3:20])([CH3:19])[CH3:18])=[N+:26]=[N-:27], predict the reactants needed to synthesize it. The reactants are: FC(F)(F)S(O[C@H:7]1[C@H:12]([NH:13][C:14]([O:16][C:17]([CH3:20])([CH3:19])[CH3:18])=[O:15])[CH2:11][CH2:10][CH2:9][C:8]1([F:22])[F:21])(=O)=O.[N-:25]=[N+:26]=[N-:27].[Na+]. (2) Given the product [Cl:14][C:5]1[CH:4]=[CH:3][C:2]([CH2:28][OH:29])=[CH:13][C:6]=1[NH:7][NH:8][C:9](=[O:12])[O:10][CH3:11], predict the reactants needed to synthesize it. The reactants are: Br[C:2]1[CH:3]=[CH:4][C:5]([Cl:14])=[C:6]([CH:13]=1)[NH:7][NH:8][C:9](=[O:12])[O:10][CH3:11].[Sn]([CH2:28][OH:29])(CCCC)(CCCC)CCCC.O.CCOC(C)=O.